From a dataset of Full USPTO retrosynthesis dataset with 1.9M reactions from patents (1976-2016). Predict the reactants needed to synthesize the given product. (1) Given the product [O:33]=[C:31]1[NH:30][C:29](=[O:34])[CH:28]([CH2:27][C:26]2[CH:35]=[CH:36][C:23]([O:22][CH2:21][C:19]3[N:18]([CH3:37])[C:17]4[CH:38]=[C:13]([O:12][C:11]5[CH:39]=[CH:40][C:8]([N:7]([CH2:1][CH2:2][CH2:3][CH2:4][CH2:5][CH3:6])[C:50]([NH:49][C:46]6[CH:45]=[CH:44][C:43]([C:42]([F:41])([F:52])[F:53])=[CH:48][CH:47]=6)=[O:51])=[CH:9][CH:10]=5)[CH:14]=[CH:15][C:16]=4[N:20]=3)=[CH:24][CH:25]=2)[S:32]1, predict the reactants needed to synthesize it. The reactants are: [CH2:1]([NH:7][C:8]1[CH:40]=[CH:39][C:11]([O:12][C:13]2[CH:14]=[CH:15][C:16]3[N:20]=[C:19]([CH2:21][O:22][C:23]4[CH:36]=[CH:35][C:26]([CH2:27][CH:28]5[S:32][C:31](=[O:33])[NH:30][C:29]5=[O:34])=[CH:25][CH:24]=4)[N:18]([CH3:37])[C:17]=3[CH:38]=2)=[CH:10][CH:9]=1)[CH2:2][CH2:3][CH2:4][CH2:5][CH3:6].[F:41][C:42]([F:53])([F:52])[C:43]1[CH:48]=[CH:47][C:46]([N:49]=[C:50]=[O:51])=[CH:45][CH:44]=1. (2) Given the product [C:1]([O:5][C:6](=[O:34])[CH2:7][CH:8]([C:25]1[S:29][C:28]2[CH:30]=[CH:31][CH:32]=[CH:33][C:27]=2[CH:26]=1)[CH2:9][CH2:10][CH2:11][CH2:12][CH2:13][CH2:14][C:15]1[CH:24]=[CH:23][C:22]2[CH2:21][CH2:20][CH2:19][NH:18][C:17]=2[N:16]=1)([CH3:4])([CH3:2])[CH3:3], predict the reactants needed to synthesize it. The reactants are: [C:1]([O:5][C:6](=[O:34])[CH:7]=[C:8]([C:25]1[S:29][C:28]2[CH:30]=[CH:31][CH:32]=[CH:33][C:27]=2[CH:26]=1)[CH2:9][CH2:10][CH2:11][CH2:12][CH2:13][CH2:14][C:15]1[CH:24]=[CH:23][C:22]2[CH2:21][CH2:20][CH2:19][NH:18][C:17]=2[N:16]=1)([CH3:4])([CH3:3])[CH3:2].[H][H]. (3) Given the product [CH:1]1([C:4]([NH:6][C:7]2[N:8]=[CH:9][C:10]3[C:15]([CH:16]=2)=[CH:14][CH:13]=[C:12]([C:17]2[CH:18]=[C:19]([CH:32]=[CH:33][C:34]=2[CH3:35])[C:20]([NH:22][C:23]2([CH2:27][OH:28])[CH2:26][CH2:25][CH2:24]2)=[O:21])[CH:11]=3)=[O:5])[CH2:2][CH2:3]1, predict the reactants needed to synthesize it. The reactants are: [CH:1]1([C:4]([NH:6][C:7]2[N:8]=[CH:9][C:10]3[C:15]([CH:16]=2)=[CH:14][CH:13]=[C:12]([C:17]2[CH:18]=[C:19]([CH:32]=[CH:33][C:34]=2[CH3:35])[C:20]([NH:22][C:23]2([C:27](OCC)=[O:28])[CH2:26][CH2:25][CH2:24]2)=[O:21])[CH:11]=3)=[O:5])[CH2:3][CH2:2]1.O1CCCC1.[H-].[Al+3].[Li+].[H-].[H-].[H-].